Task: Predict which catalyst facilitates the given reaction.. Dataset: Catalyst prediction with 721,799 reactions and 888 catalyst types from USPTO Reactant: C(N(CC)CC)C.C1C=CC2N(O)N=NC=2C=1.Cl.[NH2:19][CH:20]1[CH2:29][C:28]2[C:23](=[CH:24][CH:25]=[C:26]([F:30])[CH:27]=2)[NH:22][C:21]1=[O:31].CCN=C=NCCCN(C)C.[Cl:43][C:44]1[CH:45]=[C:46]2[C:50](=[CH:51][CH:52]=1)[NH:49][C:48]([C:53](O)=[O:54])=[CH:47]2. Product: [Cl:43][C:44]1[CH:45]=[C:46]2[C:50](=[CH:51][CH:52]=1)[NH:49][C:48]([C:53]([NH:19][CH:20]1[CH2:29][C:28]3[C:23](=[CH:24][CH:25]=[C:26]([F:30])[CH:27]=3)[NH:22][C:21]1=[O:31])=[O:54])=[CH:47]2. The catalyst class is: 18.